From a dataset of Catalyst prediction with 721,799 reactions and 888 catalyst types from USPTO. Predict which catalyst facilitates the given reaction. Reactant: [Cl:1][C:2]1[CH:7]=[CH:6][C:5]([O:8][CH2:9][CH:10]([CH3:12])[CH3:11])=[C:4]([CH3:13])[CH:3]=1.[Br:14]N1C(=O)CCC1=O.C1C=CC(C(OOC(C2C=CC=CC=2)=O)=O)=CC=1.O. Product: [Br:14][CH2:13][C:4]1[CH:3]=[C:2]([Cl:1])[CH:7]=[CH:6][C:5]=1[O:8][CH2:9][CH:10]([CH3:11])[CH3:12]. The catalyst class is: 53.